This data is from Experimentally validated miRNA-target interactions with 360,000+ pairs, plus equal number of negative samples. The task is: Binary Classification. Given a miRNA mature sequence and a target amino acid sequence, predict their likelihood of interaction. (1) The miRNA is hsa-miR-6805-3p with sequence UUGCUCUGCUCCCCCGCCCCCAG. The protein sequence of the target gene is MVDMMDLPRSRINAGMLAQFIDKPVCFVGRLEKIHPTGKMFILSDGEGKNGTIELMEPLDEEISGIVEVVGRVTAKATILCTSYVQFKEDSHPFDLGLYNEAVKIIHDFPQFYPLGIVQHD. Result: 0 (no interaction). (2) The miRNA is mmu-miR-466a-3p with sequence UAUACAUACACGCACACAUAAGA. The protein sequence of the target gene is MSTTGQVIRCKAAILWKPGAPFSIEEVEVAPPKAKEVRIKVVATGLCGTEMKVLGSKHLDLLYPTILGHEGAGIVESIGEGVSTVKPGDKVITLFLPQCGECTSCLNSEGNFCIQFKQSKTQLMSDGTSRFTCKGKSIYHFGNTSTFCEYTVIKEISVAKIDAVAPLEKVCLISCGFSTGFGAAINTAKVTPGSTCAVFGLGGVGLSVVMGCKAAGAARIIGVDVNKEKFKKAQELGATECLNPQDLKKPIQEVLFDMTDAGIDFCFEAIGNLDVLAAALASCNESYGVCVVVGVLPASV.... Result: 0 (no interaction).